From a dataset of Forward reaction prediction with 1.9M reactions from USPTO patents (1976-2016). Predict the product of the given reaction. (1) Given the reactants C(=O)([O:7][C:8]1[CH:9]=[CH:10][C:11]([C@@H:19]([O:34][Si:35]([C:38]([CH3:41])([CH3:40])[CH3:39])([CH3:37])[CH3:36])[CH2:20][NH:21][C:22]([CH3:33])([CH3:32])[CH2:23][C:24]2[CH:29]=[CH:28][CH:27]=[C:26]([CH:30]=[O:31])[CH:25]=2)=[C:12]2[C:17]=1[NH:16][C:15](=[O:18])[CH:14]=[CH:13]2)OC(C)(C)C.N, predict the reaction product. The product is: [Si:35]([O:34][C@H:19]([C:11]1[CH:10]=[CH:9][C:8]([OH:7])=[C:17]2[C:12]=1[CH:13]=[CH:14][C:15](=[O:18])[NH:16]2)[CH2:20][NH:21][C:22]([CH3:33])([CH3:32])[CH2:23][C:24]1[CH:25]=[C:26]([CH:27]=[CH:28][CH:29]=1)[CH:30]=[O:31])([C:38]([CH3:39])([CH3:40])[CH3:41])([CH3:37])[CH3:36]. (2) The product is: [CH3:1][O:2][C:3](=[O:19])[C:4]1[CH:9]=[CH:8][C:7]([S:38]([Cl:36])(=[O:40])=[O:39])=[C:6]([O:11][CH2:12][C:13]2[CH:18]=[CH:17][CH:16]=[CH:15][CH:14]=2)[CH:5]=1. Given the reactants [CH3:1][O:2][C:3](=[O:19])[C:4]1[CH:9]=[CH:8][C:7](N)=[C:6]([O:11][CH2:12][C:13]2[CH:18]=[CH:17][CH:16]=[CH:15][CH:14]=2)[CH:5]=1.B(F)(F)F.CCOCC.N(OC(C)(C)C)=O.[Cl-:36].[Li+].[S:38](=[O:40])=[O:39].COC(=O)C1C=CC(N=N)=C(OCC2C=CC=CC=2)C=1, predict the reaction product. (3) Given the reactants [C:1]([O:5][C:6](=[O:15])[CH:7]([O:11][C:12](=[O:14])[CH3:13])[C:8]([CH3:10])=[O:9])([CH3:4])([CH3:3])[CH3:2].[H-].[Na+].[CH2:18](Br)[CH2:19][CH2:20][CH2:21][CH3:22], predict the reaction product. The product is: [C:1]([O:5][C:6](=[O:15])[C:7]([O:11][C:12](=[O:14])[CH3:13])([C:8](=[O:9])[CH3:10])[CH2:18][CH2:19][CH2:20][CH2:21][CH3:22])([CH3:2])([CH3:3])[CH3:4]. (4) The product is: [Br:47][C:24]1[CH:25]=[CH:26][CH:27]=[C:3]([O:2][CH3:1])[C:4]=1[C:5]([NH:7][C@H:8]1[CH2:12][CH2:11][CH2:10][C@@H:9]1[NH:13][C:14]1[CH:19]=[N:18][C:17]([C:20]([F:23])([F:22])[F:21])=[CH:16][N:15]=1)=[O:6]. Given the reactants [CH3:1][O:2][C:3]1[CH:27]=[CH:26][C:25](C)=[CH:24][C:4]=1[C:5]([NH:7][C@H:8]1[CH2:12][CH2:11][CH2:10][C@@H:9]1[NH:13][C:14]1[CH:19]=[N:18][C:17]([C:20]([F:23])([F:22])[F:21])=[CH:16][N:15]=1)=[O:6].Cl.FC(F)(F)C1N=CC(N[C@H]2CCC[C@@H]2N)=NC=1.[Br:47]C1C=CC=C(OC)C=1C(O)=O, predict the reaction product. (5) The product is: [Cl:7][C:8]1[C:9]([CH:37]=[O:38])=[C:10]([O:32][C:33]([F:34])([F:36])[F:35])[CH:11]=[C:12]2[C:17]=1[N:16]=[CH:15][N:14]([CH2:18][C:19]1[CH:24]=[C:23]([Cl:25])[CH:22]=[CH:21][C:20]=1[S:26]([CH2:29][CH3:30])(=[O:27])=[O:28])[C:13]2=[O:31]. Given the reactants O.S(=O)(=O)(O)O.[Cl:7][C:8]1[C:9]([CH:37]2OCC[O:38]2)=[C:10]([O:32][C:33]([F:36])([F:35])[F:34])[CH:11]=[C:12]2[C:17]=1[N:16]=[CH:15][N:14]([CH2:18][C:19]1[CH:24]=[C:23]([Cl:25])[CH:22]=[CH:21][C:20]=1[S:26]([CH2:29][CH3:30])(=[O:28])=[O:27])[C:13]2=[O:31], predict the reaction product. (6) Given the reactants C(=O)([O-])[O-].[Na+].[Na+].[F:7][C:8]1[CH:13]=[C:12](B(O)O)[CH:11]=[CH:10][N:9]=1.Cl[C:18]1[N:23]=[CH:22][N:21]=[C:20]([NH:24][CH:25]2[CH2:30][CH2:29][O:28][CH2:27][CH2:26]2)[CH:19]=1.O1CCOCC1.O, predict the reaction product. The product is: [F:7][C:8]1[CH:13]=[C:12]([C:18]2[N:23]=[CH:22][N:21]=[C:20]([NH:24][CH:25]3[CH2:30][CH2:29][O:28][CH2:27][CH2:26]3)[CH:19]=2)[CH:11]=[CH:10][N:9]=1. (7) Given the reactants [F:1][C:2]([F:25])([C:18]1[CH:23]=[CH:22][C:21]([F:24])=[CH:20][N:19]=1)[C:3]1[N:12]=[C:11](O)[C:10]2[C:5](=[C:6]([C:14]([F:17])([F:16])[F:15])[CH:7]=[CH:8][CH:9]=2)[N:4]=1.P(Br)(Br)(Br)=O.CCN(C(C)C)C(C)C.[CH3:40][C:41]1[NH:45][N:44]=[C:43]([NH2:46])[CH:42]=1, predict the reaction product. The product is: [F:1][C:2]([F:25])([C:18]1[CH:23]=[CH:22][C:21]([F:24])=[CH:20][N:19]=1)[C:3]1[N:12]=[C:11]([NH:46][C:43]2[CH:42]=[C:41]([CH3:40])[NH:45][N:44]=2)[C:10]2[C:5](=[C:6]([C:14]([F:17])([F:16])[F:15])[CH:7]=[CH:8][CH:9]=2)[N:4]=1.